Dataset: Catalyst prediction with 721,799 reactions and 888 catalyst types from USPTO. Task: Predict which catalyst facilitates the given reaction. (1) Reactant: [C:1]([O:4][C@@H:5]1[C@@H:33]([O:34][C:35](=[O:37])[CH3:36])[C@H:32]([O:38][C:39](=[O:41])[CH3:40])[C@@H:31]([CH2:42][O:43][C:44](=[O:46])[CH3:45])[O:30][C@H:6]1[O:7][C:8]1[CH:13]=[C:12]([O:14][C:15]([O:17][CH3:18])=[O:16])[CH:11]=[C:10]([CH3:19])[C:9]=1[CH2:20][C:21]1[CH:26]=[CH:25][C:24]([N+:27]([O-])=O)=[CH:23][CH:22]=1)(=[O:3])[CH3:2]. Product: [C:1]([O:4][C@@H:5]1[C@@H:33]([O:34][C:35](=[O:37])[CH3:36])[C@H:32]([O:38][C:39](=[O:41])[CH3:40])[C@@H:31]([CH2:42][O:43][C:44](=[O:46])[CH3:45])[O:30][C@H:6]1[O:7][C:8]1[CH:13]=[C:12]([O:14][C:15]([O:17][CH3:18])=[O:16])[CH:11]=[C:10]([CH3:19])[C:9]=1[CH2:20][C:21]1[CH:26]=[CH:25][C:24]([NH2:27])=[CH:23][CH:22]=1)(=[O:3])[CH3:2]. The catalyst class is: 586. (2) Reactant: [Br:1][C:2]1[CH:3]=[CH:4][C:5]([OH:10])=[C:6]([CH:9]=1)[C:7]#[N:8].C(O[K])(C)(C)C.[CH2:17](I)[C:18]([CH3:21])([CH3:20])[CH3:19]. Product: [Br:1][C:2]1[CH:3]=[CH:4][C:5]([O:10][CH2:17][C:18]([CH3:21])([CH3:20])[CH3:19])=[C:6]([CH:9]=1)[C:7]#[N:8]. The catalyst class is: 3.